The task is: Predict the reaction yield, written as a fraction of the theoretical maximum amount of product (1.0 means a 100% yield; for example, 0.34 means a 34% yield).. This data is from Reaction yield outcomes from USPTO patents with 853,638 reactions. (1) The product is [CH2:14]([O:15][C:16]([C:18]1[C:19]([CH3:21])=[N:10][N:9]([C:7]2[CH:8]=[C:3]([Cl:2])[CH:4]=[CH:5][C:6]=2[O:11][CH3:12])[C:22]=1[CH3:24])=[O:17])[CH3:13]. The yield is 0.380. No catalyst specified. The reactants are Cl.[Cl:2][C:3]1[CH:4]=[CH:5][C:6]([O:11][CH3:12])=[C:7]([NH:9][NH2:10])[CH:8]=1.[CH3:13][CH2:14][O:15][C:16]([CH:18]([C:22]([CH3:24])=O)[C:19]([CH3:21])=O)=[O:17]. (2) The reactants are [O:1]1[C:5]2[CH:6]=[CH:7][C:8]([CH2:10][C:11]#N)=[CH:9][C:4]=2[O:3][CH2:2]1.Br[CH2:14][CH2:15]Cl.[OH-:17].[Na+].[OH2:19]. The catalyst is [Cl-].C([N+](CC)(CC)CC)C1C=CC=CC=1. The product is [O:1]1[C:5]2[CH:6]=[CH:7][C:8]([C:10]3([C:11]([OH:19])=[O:17])[CH2:15][CH2:14]3)=[CH:9][C:4]=2[O:3][CH2:2]1. The yield is 0.800. (3) The reactants are Cl.[Br:2][C:3]1[CH:8]=[C:7]([N+:9]([O-])=O)[CH:6]=[C:5]([C:12]([F:15])([F:14])[F:13])[C:4]=1[NH2:16]. The catalyst is O1CCCC1.[Zn]. The product is [Br:2][C:3]1[CH:8]=[C:7]([NH2:9])[CH:6]=[C:5]([C:12]([F:15])([F:14])[F:13])[C:4]=1[NH2:16]. The yield is 0.980. (4) The reactants are P(Cl)(Cl)([Cl:3])=O.CN(C)[CH:8]=[O:9].[C:11]1([N:17]2[C:21](O)=[CH:20][C:19]([C:23]([F:26])([F:25])[F:24])=[N:18]2)[CH:16]=[CH:15][CH:14]=[CH:13][CH:12]=1. The catalyst is O. The product is [Cl:3][C:21]1[N:17]([C:11]2[CH:16]=[CH:15][CH:14]=[CH:13][CH:12]=2)[N:18]=[C:19]([C:23]([F:26])([F:25])[F:24])[C:20]=1[CH:8]=[O:9]. The yield is 0.791. (5) The reactants are [CH3:1][O:2][C:3]1[CH:9]=[CH:8][C:6]([NH2:7])=[C:5]([CH3:10])[CH:4]=1.[C:11](OC([O-])=O)([O:13][C:14]([CH3:17])([CH3:16])[CH3:15])=[O:12]. The catalyst is C1COCC1. The product is [C:14]([O:13][C:11]([NH:7][C:6]1[CH:8]=[CH:9][C:3]([O:2][CH3:1])=[CH:4][C:5]=1[CH3:10])=[O:12])([CH3:17])([CH3:16])[CH3:15]. The yield is 1.00. (6) The reactants are [Cl:1][C:2]1[CH:3]=[C:4]([NH2:16])[C:5]([NH2:15])=[CH:6][C:7]=1[C:8]1[CH:13]=[CH:12][C:11]([F:14])=[CH:10][CH:9]=1.[F:17][C:18]([F:23])([F:22])[C:19](O)=O. The catalyst is Cl. The product is [Cl:1][C:2]1[C:7]([C:8]2[CH:9]=[CH:10][C:11]([F:14])=[CH:12][CH:13]=2)=[CH:6][C:5]2[NH:15][C:19]([C:18]([F:23])([F:22])[F:17])=[N:16][C:4]=2[CH:3]=1. The yield is 0.380. (7) The reactants are [CH2:1]1[CH:5]2[CH2:6][NH:7][CH2:8][CH:4]2[CH2:3][N:2]1[C:9]1[CH:14]=[C:13]([O:15][CH3:16])[N:12]=[C:11]([N:17]([CH3:19])[CH3:18])[N:10]=1.[N:20]1[N:21]([C:25]2[CH:33]=[CH:32][CH:31]=[CH:30][C:26]=2[C:27](O)=[O:28])[N:22]=[CH:23][CH:24]=1.CN(C(ON1N=NC2C=CC=NC1=2)=[N+](C)C)C.F[P-](F)(F)(F)(F)F.CCN(C(C)C)C(C)C. The catalyst is C(OCC)(=O)C.CN(C=O)C. The product is [CH3:16][O:15][C:13]1[CH:14]=[C:9]([N:2]2[CH2:3][CH:4]3[CH:5]([CH2:6][N:7]([C:27]([C:26]4[CH:30]=[CH:31][CH:32]=[CH:33][C:25]=4[N:21]4[N:22]=[CH:23][CH:24]=[N:20]4)=[O:28])[CH2:8]3)[CH2:1]2)[N:10]=[C:11]([N:17]([CH3:18])[CH3:19])[N:12]=1. The yield is 0.475.